Dataset: Full USPTO retrosynthesis dataset with 1.9M reactions from patents (1976-2016). Task: Predict the reactants needed to synthesize the given product. (1) Given the product [C:18]([NH:15][C:3]1[CH:4]=[C:5]([C:8](=[O:14])[CH2:9][CH2:10][C:11]([OH:13])=[O:12])[CH:6]=[CH:7][C:2]=1[CH3:1])(=[O:20])[CH3:19], predict the reactants needed to synthesize it. The reactants are: [CH3:1][C:2]1[CH:7]=[CH:6][C:5]([C:8](=[O:14])[CH2:9][CH2:10][C:11]([OH:13])=[O:12])=[CH:4][C:3]=1[N+:15]([O-])=O.[C:18](OC(=O)C)(=[O:20])[CH3:19]. (2) Given the product [CH3:20][N:21]1[CH2:26][CH2:25][CH2:24][N:23]([C:10]2[CH:15]=[CH:14][C:13]([N+:16]([O-:18])=[O:17])=[CH:12][C:11]=2[CH3:19])[C:22]1=[O:27], predict the reactants needed to synthesize it. The reactants are: P([O-])([O-])([O-])=O.[K+].[K+].[K+].I[C:10]1[CH:15]=[CH:14][C:13]([N+:16]([O-:18])=[O:17])=[CH:12][C:11]=1[CH3:19].[CH3:20][N:21]1[CH2:26][CH2:25][CH2:24][NH:23][C:22]1=[O:27].NCCN. (3) Given the product [CH3:24][C:23]1[CH:22]=[C:21]([CH3:25])[NH:20][C:19](=[O:26])[C:18]=1[CH2:17][NH:16][C:14]([C:4]1[C:5]2[CH:6]=[N:7][N:8]([CH:11]([CH3:13])[CH3:12])[C:9]=2[CH:10]=[C:2]([C:29]2[CH:28]=[N:27][CH:32]=[CH:31][CH:30]=2)[CH:3]=1)=[O:15], predict the reactants needed to synthesize it. The reactants are: Br[C:2]1[CH:3]=[C:4]([C:14]([NH:16][CH2:17][C:18]2[C:19](=[O:26])[NH:20][C:21]([CH3:25])=[CH:22][C:23]=2[CH3:24])=[O:15])[C:5]2[CH:6]=[N:7][N:8]([CH:11]([CH3:13])[CH3:12])[C:9]=2[CH:10]=1.[N:27]1[CH:32]=[CH:31][CH:30]=[C:29](B(O)O)[CH:28]=1.C(=O)(O)[O-].[Na+]. (4) Given the product [Cl:1][C:2]1[CH:7]=[C:6]([Cl:8])[CH:5]=[CH:4][C:3]=1[N:9]1[C:13]([C:14]2[CH:15]=[CH:16][C:17]([C:20]([F:23])([F:21])[F:22])=[CH:18][CH:19]=2)=[C:12]([CH3:24])[C:11]([CH2:25][OH:26])=[N:10]1, predict the reactants needed to synthesize it. The reactants are: [Cl:1][C:2]1[CH:7]=[C:6]([Cl:8])[CH:5]=[CH:4][C:3]=1[N:9]1[C:13]([C:14]2[CH:19]=[CH:18][C:17]([C:20]([F:23])([F:22])[F:21])=[CH:16][CH:15]=2)=[C:12]([CH3:24])[C:11]([C:25](O)=[O:26])=[N:10]1.B.CO. (5) Given the product [CH2:27]([NH:26][CH2:19][C:20]1[CH:25]=[CH:24][CH:23]=[CH:22][CH:21]=1)[C:28]1[CH:33]=[CH:32][CH:31]=[CH:30][CH:29]=1.[F:1][C:2]1[CH:7]=[C:6]([C@@H:8]([CH3:12])[C:9]([OH:11])=[O:10])[CH:5]=[CH:4][C:3]=1[C:13]1[CH:14]=[CH:15][CH:16]=[CH:17][CH:18]=1, predict the reactants needed to synthesize it. The reactants are: [F:1][C:2]1[CH:7]=[C:6]([C@@H:8]([CH3:12])[C:9]([OH:11])=[O:10])[CH:5]=[CH:4][C:3]=1[C:13]1[CH:18]=[CH:17][CH:16]=[CH:15][CH:14]=1.[CH2:19]([NH:26][CH2:27][C:28]1[CH:33]=[CH:32][CH:31]=[CH:30][CH:29]=1)[C:20]1[CH:25]=[CH:24][CH:23]=[CH:22][CH:21]=1. (6) Given the product [CH:13]1([C:3]2[CH:4]=[C:5]([CH:11]=[CH:12][C:2]=2[F:1])[C:6]([O:8][CH2:9][CH3:10])=[O:7])[CH2:17][CH2:14]1, predict the reactants needed to synthesize it. The reactants are: [F:1][C:2]1[CH:12]=[CH:11][C:5]([C:6]([O:8][CH2:9][CH3:10])=[O:7])=[CH:4][C:3]=1[CH:13]=[CH2:14].[N+](=[CH2:17])=[N-]. (7) Given the product [Cl:28][C:18]1[C:19]([C:20]2[CH:21]=[CH:22][CH:23]=[CH:24][CH:25]=2)=[N:1][N:26]=[C:16]2[NH:15][N:14]=[C:13]([C:7]3[CH:8]=[CH:9][CH:10]=[CH:11][CH:12]=3)[C:17]=12, predict the reactants needed to synthesize it. The reactants are: [N:1]([O-])=O.[Na+].[CH]Cl.[C:7]1([C:13]2[C:17]([C:18]#[C:19][C:20]3[CH:25]=[CH:24][CH:23]=[CH:22][CH:21]=3)=[C:16]([NH2:26])[NH:15][N:14]=2)[CH:12]=[CH:11][CH:10]=[CH:9][CH:8]=1.[Na+].[Cl-:28]. (8) Given the product [F:14][C:10]1[C:9]([O:15][CH3:16])=[C:8]2[C:13](=[CH:12][CH:11]=1)[CH:18]([NH:19][C:20]1[CH:28]=[CH:27][CH:26]=[C:25]3[C:21]=1[CH:22]=[N:23][NH:24]3)[C:3]([C:2]([F:29])([F:1])[F:30])([OH:17])[CH2:4][C:5]2([CH3:7])[CH3:6], predict the reactants needed to synthesize it. The reactants are: [F:1][C:2]([F:30])([F:29])[C:3]([CH:18]=[N:19][C:20]1[CH:28]=[CH:27][CH:26]=[C:25]2[C:21]=1[CH:22]=[N:23][NH:24]2)([OH:17])[CH2:4][C:5]([C:8]1[CH:13]=[CH:12][CH:11]=[C:10]([F:14])[C:9]=1[O:15][CH3:16])([CH3:7])[CH3:6].C(=O)(O)[O-].[Na+].C(OCC)(=O)C. (9) The reactants are: [C:1]([C:5]1[C:6]([OH:21])=[C:7]([C:18]([OH:20])=O)[C:8]([CH3:17])=[C:9]([C:11]2[CH:16]=[CH:15][CH:14]=[CH:13][CH:12]=2)[CH:10]=1)([CH3:4])([CH3:3])[CH3:2].[Cl:22][C:23]1[CH:29]=[C:28]([S:30]([C:33]([F:36])([F:35])[F:34])(=[O:32])=[O:31])[CH:27]=[CH:26][C:24]=1[NH2:25]. Given the product [Cl:22][C:23]1[CH:29]=[C:28]([S:30]([C:33]([F:34])([F:35])[F:36])(=[O:32])=[O:31])[CH:27]=[CH:26][C:24]=1[NH:25][C:18]([C:7]1[C:8]([CH3:17])=[C:9]([C:11]2[CH:12]=[CH:13][CH:14]=[CH:15][CH:16]=2)[CH:10]=[C:5]([C:1]([CH3:2])([CH3:3])[CH3:4])[C:6]=1[OH:21])=[O:20], predict the reactants needed to synthesize it.